This data is from Peptide-MHC class II binding affinity with 134,281 pairs from IEDB. The task is: Regression. Given a peptide amino acid sequence and an MHC pseudo amino acid sequence, predict their binding affinity value. This is MHC class II binding data. (1) The peptide sequence is ISKISGEWYSIFLASD. The MHC is DRB1_1101 with pseudo-sequence DRB1_1101. The binding affinity (normalized) is 0.426. (2) The peptide sequence is QVKVPKGAPCRIPVI. The MHC is DRB1_0701 with pseudo-sequence DRB1_0701. The binding affinity (normalized) is 0. (3) The peptide sequence is VKVLRPAPGGKAYMD. The MHC is DRB5_0101 with pseudo-sequence DRB5_0101. The binding affinity (normalized) is 0.898. (4) The binding affinity (normalized) is 0.635. The peptide sequence is SRMSMAMGTMAGCGY. The MHC is DRB1_0701 with pseudo-sequence DRB1_0701. (5) The binding affinity (normalized) is 0.403. The MHC is HLA-DQA10501-DQB10303 with pseudo-sequence HLA-DQA10501-DQB10303. The peptide sequence is PTMLKKGMTTVLDFH. (6) The peptide sequence is LTKLAAAWGGSGSEA. The MHC is DRB1_1201 with pseudo-sequence DRB1_1201. The binding affinity (normalized) is 0.412. (7) The peptide sequence is ITYGETGGNSPVQEF. The MHC is HLA-DQA10501-DQB10301 with pseudo-sequence HLA-DQA10501-DQB10301. The binding affinity (normalized) is 0.223.